Dataset: Full USPTO retrosynthesis dataset with 1.9M reactions from patents (1976-2016). Task: Predict the reactants needed to synthesize the given product. (1) Given the product [Cl:10][CH2:2][N:1]1[CH2:6][CH2:5][CH2:4][CH2:3][C:8]1=[O:9], predict the reactants needed to synthesize it. The reactants are: [NH:1]1[CH2:6][CH2:5][CH2:4][CH2:3][C:2]1=O.[CH2:8]=[O:9].[Cl:10][Si](C)(C)C. (2) Given the product [ClH:2].[Cl:16][C:10]1[CH:11]=[CH:12][C:13]([Cl:15])=[CH:14][C:9]=1[C:7]1[N:6]=[C:5]2[CH2:17][CH2:18][CH2:19][C:4]2=[C:3]([NH:20][C:21]2[CH:22]=[CH:23][C:24]([CH2:27][C:28]([NH2:30])=[O:29])=[CH:25][CH:26]=2)[CH:8]=1, predict the reactants needed to synthesize it. The reactants are: Cl.[Cl:2][C:3]1[CH:8]=[C:7]([C:9]2[CH:14]=[C:13]([Cl:15])[CH:12]=[CH:11][C:10]=2[Cl:16])[N:6]=[C:5]2[CH2:17][CH2:18][CH2:19][C:4]=12.[NH2:20][C:21]1[CH:26]=[CH:25][C:24]([CH2:27][C:28]([NH2:30])=[O:29])=[CH:23][CH:22]=1. (3) Given the product [F:1][C:2]1[C:3]([NH:4][C:21]2[N:26]=[C:25]([NH:27][C:28]3[CH:32]=[C:31]([CH3:33])[NH:30][N:29]=3)[C:24]([C:34]([F:35])([F:37])[F:36])=[CH:23][N:22]=2)=[CH:5][C:6]([CH3:19])=[C:7]([CH:9]2[CH2:10][CH2:11][C:12](=[O:16])[CH2:17][CH2:18]2)[CH:8]=1, predict the reactants needed to synthesize it. The reactants are: [F:1][C:2]1[CH:8]=[C:7]([CH:9]2[CH2:18][CH2:17][C:12]3([O:16]CCO3)[CH2:11][CH2:10]2)[C:6]([CH3:19])=[CH:5][C:3]=1[NH2:4].Cl[C:21]1[N:26]=[C:25]([NH:27][C:28]2[CH:32]=[C:31]([CH3:33])[NH:30][N:29]=2)[C:24]([C:34]([F:37])([F:36])[F:35])=[CH:23][N:22]=1.Cl.CO.